From a dataset of Full USPTO retrosynthesis dataset with 1.9M reactions from patents (1976-2016). Predict the reactants needed to synthesize the given product. (1) Given the product [CH:13]([N:16]([CH2:17][C:18]1[O:22][N:21]=[C:20]([C:23]2[CH:28]=[CH:27][CH:26]=[CH:25][CH:24]=2)[N:19]=1)[C:9](=[O:10])[CH2:8][O:7][C:4]1[CH:5]=[CH:6][C:1]([CH3:12])=[CH:2][CH:3]=1)([CH3:15])[CH3:14], predict the reactants needed to synthesize it. The reactants are: [C:1]1([CH3:12])[CH:6]=[CH:5][C:4]([O:7][CH2:8][C:9](Cl)=[O:10])=[CH:3][CH:2]=1.[CH:13]([NH:16][CH2:17][C:18]1[O:22][N:21]=[C:20]([C:23]2[CH:28]=[CH:27][CH:26]=[CH:25][CH:24]=2)[N:19]=1)([CH3:15])[CH3:14].C(N(CC)CC)C. (2) Given the product [CH2:10]([C@H:17]1[CH2:18][N:19]([C:23]2[CH:31]=[C:30]3[C:26]([C:27]([CH2:35][CH3:36])=[N:28][N:29]3[CH:32]([CH3:33])[CH3:34])=[CH:25][CH:24]=2)[CH2:20][CH2:21][N:22]1[C:7](=[O:9])[CH2:6][C:5]1[O:1][CH:2]=[N:3][CH:4]=1)[C:11]1[CH:12]=[CH:13][CH:14]=[CH:15][CH:16]=1, predict the reactants needed to synthesize it. The reactants are: [O:1]1[C:5]([CH2:6][C:7]([OH:9])=O)=[CH:4][N:3]=[CH:2]1.[CH2:10]([C@@H:17]1[NH:22][CH2:21][CH2:20][N:19]([C:23]2[CH:31]=[C:30]3[C:26]([C:27]([CH2:35][CH3:36])=[N:28][N:29]3[CH:32]([CH3:34])[CH3:33])=[CH:25][CH:24]=2)[CH2:18]1)[C:11]1[CH:16]=[CH:15][CH:14]=[CH:13][CH:12]=1. (3) Given the product [NH2:26][C:24]1[C:25]2=[C:17]([C:12]3[CH:13]=[CH:14][C:15]4[C:10]([CH:11]=3)=[N:9][N:8]([CH2:1][C:2]3[CH:7]=[CH:6][CH:5]=[CH:4][CH:3]=3)[CH:16]=4)[CH:18]=[C:19]([C:36]3[CH2:41][CH2:40][N:39]([C:42]([O:44][C:45]([CH3:48])([CH3:47])[CH3:46])=[O:43])[CH2:38][CH:37]=3)[N:20]2[N:21]=[CH:22][N:23]=1, predict the reactants needed to synthesize it. The reactants are: [CH2:1]([N:8]1[CH:16]=[C:15]2[C:10]([CH:11]=[C:12]([C:17]3[CH:18]=[C:19](Br)[N:20]4[C:25]=3[C:24]([NH2:26])=[N:23][CH:22]=[N:21]4)[CH:13]=[CH:14]2)=[N:9]1)[C:2]1[CH:7]=[CH:6][CH:5]=[CH:4][CH:3]=1.CC1(C)C(C)(C)OB([C:36]2[CH2:37][CH2:38][N:39]([C:42]([O:44][C:45]([CH3:48])([CH3:47])[CH3:46])=[O:43])[CH2:40][CH:41]=2)O1.ClCCl.C([O-])([O-])=O.[Na+].[Na+]. (4) Given the product [Cl:27][C:24]1[CH:23]=[CH:22][C:21]([CH2:20][CH:16]([C:17](=[O:19])[CH3:18])[C:15]([NH:1][C:2]2[CH:3]=[C:4]([OH:9])[CH:5]=[CH:6][C:7]=2[F:8])=[O:28])=[CH:26][CH:25]=1, predict the reactants needed to synthesize it. The reactants are: [NH2:1][C:2]1[CH:3]=[C:4]([OH:9])[CH:5]=[CH:6][C:7]=1[F:8].C(S[C:15](=[O:28])[CH:16]([CH2:20][C:21]1[CH:26]=[CH:25][C:24]([Cl:27])=[CH:23][CH:22]=1)[C:17](=[O:19])[CH3:18])(C)(C)C. (5) Given the product [C:12]1([NH:18][C:19]2[C:20]([CH2:21][OH:22])=[CH:24][CH:25]=[CH:26][N:27]=2)[CH:17]=[CH:16][CH:15]=[CH:14][CH:13]=1, predict the reactants needed to synthesize it. The reactants are: [H-].[Al+3].[Li+].[H-].[H-].[H-].O1CCCC1.[C:12]1([NH:18][C:19]2[N:27]=[CH:26][CH:25]=[CH:24][C:20]=2[C:21](O)=[O:22])[CH:17]=[CH:16][CH:15]=[CH:14][CH:13]=1.[OH-].[Na+]. (6) Given the product [F:1][C:2]1[C:3]([N:8]2[CH2:9][CH2:10][N:11]([CH2:15][C:16]3[NH:20][C:19]4[CH:21]=[CH:22][CH:23]=[CH:24][C:18]=4[N:17]=3)[CH2:12][CH2:13]2)=[N:4][CH:5]=[CH:6][CH:7]=1, predict the reactants needed to synthesize it. The reactants are: [F:1][C:2]1[C:3]([N:8]2[CH2:13][CH2:12][NH:11][CH2:10][CH2:9]2)=[N:4][CH:5]=[CH:6][CH:7]=1.Cl[CH2:15][C:16]1[NH:20][C:19]2[CH:21]=[CH:22][CH:23]=[CH:24][C:18]=2[N:17]=1.C(=O)([O-])[O-].[Cs+].[Cs+]. (7) Given the product [Br:1][C:2]1[CH:3]=[C:4]([C:8]2[N:9]=[C:10]3[C:15]([CH3:16])=[C:14]([CH3:17])[C:13]([C:18]([OH:20])=[O:19])=[C:12]([Cl:25])[N:11]3[CH:26]=2)[CH:5]=[CH:6][CH:7]=1, predict the reactants needed to synthesize it. The reactants are: [Br:1][C:2]1[CH:3]=[C:4]([C:8]2[N:9]=[C:10]3[C:15]([CH3:16])=[C:14]([CH3:17])[C:13]([C:18]([O:20]C(C)(C)C)=[O:19])=[C:12]([Cl:25])[N:11]3[CH:26]=2)[CH:5]=[CH:6][CH:7]=1. (8) Given the product [CH3:1][O:2][C:3]1[C:4]([CH3:12])=[C:5]([CH:9]=[CH:10][CH:11]=1)[C:6]([N:13]1[CH2:18][CH2:17][O:16][CH2:15][CH2:14]1)=[O:8], predict the reactants needed to synthesize it. The reactants are: [CH3:1][O:2][C:3]1[C:4]([CH3:12])=[C:5]([CH:9]=[CH:10][CH:11]=1)[C:6]([OH:8])=O.[NH:13]1[CH2:18][CH2:17][O:16][CH2:15][CH2:14]1.ON1C2C=CC=CC=2N=N1.Cl.C(N=C=NCCCN(C)C)C.